From a dataset of Full USPTO retrosynthesis dataset with 1.9M reactions from patents (1976-2016). Predict the reactants needed to synthesize the given product. (1) Given the product [NH2:18][C:5]1[C:4]([O:21][C:22]2[CH:23]=[CH:24][CH:25]=[CH:26][CH:27]=2)=[N:3][C:2]([CH3:1])=[C:7]([CH3:8])[C:6]=1[NH:9][CH2:10][C:11]([NH:14][C:15](=[O:17])[CH3:16])([CH3:12])[CH3:13], predict the reactants needed to synthesize it. The reactants are: [CH3:1][C:2]1[C:7]([CH3:8])=[C:6]([NH:9][CH2:10][C:11]([NH:14][C:15](=[O:17])[CH3:16])([CH3:13])[CH3:12])[C:5]([N+:18]([O-])=O)=[C:4]([O:21][C:22]2[CH:27]=[CH:26][CH:25]=[CH:24][CH:23]=2)[N:3]=1. (2) Given the product [C:3]([O:7][C:8]([N:10]1[CH2:14][C@H:13]([F:15])[CH2:12][C@H:11]1[C:16]([NH:18][CH2:19][C:20]1[CH:25]=[C:24]([C:26]2[CH:27]=[CH:28][C:29]([C:32]([F:34])([F:35])[F:33])=[CH:30][CH:31]=2)[N:23]=[CH:22][C:21]=1[C:36]([OH:38])=[O:37])=[O:17])=[O:9])([CH3:6])([CH3:4])[CH3:5], predict the reactants needed to synthesize it. The reactants are: [Li+].[OH-].[C:3]([O:7][C:8]([N:10]1[CH2:14][C@H:13]([F:15])[CH2:12][C@H:11]1[C:16]([NH:18][CH2:19][C:20]1[CH:25]=[C:24]([C:26]2[CH:31]=[CH:30][C:29]([C:32]([F:35])([F:34])[F:33])=[CH:28][CH:27]=2)[N:23]=[CH:22][C:21]=1[C:36]([O:38]C)=[O:37])=[O:17])=[O:9])([CH3:6])([CH3:5])[CH3:4].